Dataset: NCI-60 drug combinations with 297,098 pairs across 59 cell lines. Task: Regression. Given two drug SMILES strings and cell line genomic features, predict the synergy score measuring deviation from expected non-interaction effect. (1) Drug 1: C1=NC2=C(N1)C(=S)N=C(N2)N. Drug 2: C1CC(=O)NC(=O)C1N2C(=O)C3=CC=CC=C3C2=O. Cell line: NCI-H522. Synergy scores: CSS=16.7, Synergy_ZIP=-3.08, Synergy_Bliss=0.807, Synergy_Loewe=-17.1, Synergy_HSA=0.222. (2) Drug 1: CC1C(C(CC(O1)OC2CC(CC3=C2C(=C4C(=C3O)C(=O)C5=C(C4=O)C(=CC=C5)OC)O)(C(=O)CO)O)N)O.Cl. Drug 2: CC12CCC3C(C1CCC2O)C(CC4=C3C=CC(=C4)O)CCCCCCCCCS(=O)CCCC(C(F)(F)F)(F)F. Cell line: NCI/ADR-RES. Synergy scores: CSS=15.1, Synergy_ZIP=-9.42, Synergy_Bliss=-18.9, Synergy_Loewe=-15.9, Synergy_HSA=-13.6. (3) Drug 1: CC1=C(C=C(C=C1)NC2=NC=CC(=N2)N(C)C3=CC4=NN(C(=C4C=C3)C)C)S(=O)(=O)N.Cl. Drug 2: C1=NC2=C(N=C(N=C2N1C3C(C(C(O3)CO)O)F)Cl)N. Cell line: SNB-19. Synergy scores: CSS=26.5, Synergy_ZIP=-2.07, Synergy_Bliss=-6.00, Synergy_Loewe=-39.9, Synergy_HSA=-6.83. (4) Drug 1: CC1C(C(CC(O1)OC2CC(CC3=C2C(=C4C(=C3O)C(=O)C5=C(C4=O)C(=CC=C5)OC)O)(C(=O)C)O)N)O.Cl. Drug 2: CC1C(C(CC(O1)OC2CC(CC3=C2C(=C4C(=C3O)C(=O)C5=CC=CC=C5C4=O)O)(C(=O)C)O)N)O. Synergy scores: CSS=51.1, Synergy_ZIP=2.27, Synergy_Bliss=5.52, Synergy_Loewe=0.732, Synergy_HSA=5.65. Cell line: TK-10. (5) Drug 1: CC1OCC2C(O1)C(C(C(O2)OC3C4COC(=O)C4C(C5=CC6=C(C=C35)OCO6)C7=CC(=C(C(=C7)OC)O)OC)O)O. Drug 2: C1C(C(OC1N2C=NC3=C2NC=NCC3O)CO)O. Cell line: TK-10. Synergy scores: CSS=25.0, Synergy_ZIP=-6.01, Synergy_Bliss=-1.22, Synergy_Loewe=-15.0, Synergy_HSA=0.698. (6) Drug 1: CCCCCOC(=O)NC1=NC(=O)N(C=C1F)C2C(C(C(O2)C)O)O. Drug 2: COCCOC1=C(C=C2C(=C1)C(=NC=N2)NC3=CC=CC(=C3)C#C)OCCOC.Cl. Cell line: T-47D. Synergy scores: CSS=-0.980, Synergy_ZIP=5.14, Synergy_Bliss=6.74, Synergy_Loewe=-2.46, Synergy_HSA=-0.517. (7) Drug 1: CC=C1C(=O)NC(C(=O)OC2CC(=O)NC(C(=O)NC(CSSCCC=C2)C(=O)N1)C(C)C)C(C)C. Drug 2: CN1C2=C(C=C(C=C2)N(CCCl)CCCl)N=C1CCCC(=O)O.Cl. Cell line: CAKI-1. Synergy scores: CSS=46.0, Synergy_ZIP=4.54, Synergy_Bliss=8.63, Synergy_Loewe=-45.5, Synergy_HSA=2.64. (8) Drug 1: C1=CC=C(C(=C1)C(C2=CC=C(C=C2)Cl)C(Cl)Cl)Cl. Drug 2: C1C(C(OC1N2C=NC3=C2NC=NCC3O)CO)O. Cell line: MALME-3M. Synergy scores: CSS=3.20, Synergy_ZIP=3.15, Synergy_Bliss=-2.80, Synergy_Loewe=-1.39, Synergy_HSA=-3.04. (9) Drug 2: COC1=C2C(=CC3=C1OC=C3)C=CC(=O)O2. Cell line: SF-295. Drug 1: CCC1(CC2CC(C3=C(CCN(C2)C1)C4=CC=CC=C4N3)(C5=C(C=C6C(=C5)C78CCN9C7C(C=CC9)(C(C(C8N6C)(C(=O)OC)O)OC(=O)C)CC)OC)C(=O)OC)O.OS(=O)(=O)O. Synergy scores: CSS=4.19, Synergy_ZIP=3.10, Synergy_Bliss=4.86, Synergy_Loewe=1.34, Synergy_HSA=2.49.